Dataset: Aqueous solubility values for 9,982 compounds from the AqSolDB database. Task: Regression/Classification. Given a drug SMILES string, predict its absorption, distribution, metabolism, or excretion properties. Task type varies by dataset: regression for continuous measurements (e.g., permeability, clearance, half-life) or binary classification for categorical outcomes (e.g., BBB penetration, CYP inhibition). For this dataset (solubility_aqsoldb), we predict Y. (1) The compound is Clc1cc(-c2c(Cl)c(Cl)cc(Cl)c2Cl)c(Cl)c(Cl)c1Cl. The Y is -9.29 log mol/L. (2) The drug is CCOC(=O)c1nn(-c2ccc(OC)cc2)c2c1CCN(c1ccc([N+](=O)[O-])cc1)C2=O. The Y is -6.62 log mol/L.